Dataset: Forward reaction prediction with 1.9M reactions from USPTO patents (1976-2016). Task: Predict the product of the given reaction. (1) Given the reactants [OH:1][C:2]1([CH3:8])[CH2:7][CH2:6][O:5][CH2:4][CH2:3]1.[CH2:9](Cl)Cl.C(N([CH2:17][CH3:18])CC)C.[C:19](=[O:22])([O-])O.[Na+], predict the reaction product. The product is: [C:19]([O:1][C:2]1([CH3:8])[CH2:7][CH2:6][O:5][CH2:4][CH2:3]1)(=[O:22])[C:17]([CH3:18])=[CH2:9]. (2) The product is: [Cl:1][C:2]1[C:3]([CH3:18])=[C:4]([NH:10][C@H:11]([C@@H:15]([OH:17])[CH3:16])[C:12]([NH:27][NH:26][C:24](=[O:25])[C:23]2[CH:22]=[CH:21][C:20]([I:19])=[CH:29][CH:28]=2)=[O:14])[CH:5]=[CH:6][C:7]=1[C:8]#[N:9]. Given the reactants [Cl:1][C:2]1[C:3]([CH3:18])=[C:4]([NH:10][C@H:11]([C@@H:15]([OH:17])[CH3:16])[C:12]([OH:14])=O)[CH:5]=[CH:6][C:7]=1[C:8]#[N:9].[I:19][C:20]1[CH:29]=[CH:28][C:23]([C:24]([NH:26][NH2:27])=[O:25])=[CH:22][CH:21]=1.O.ON1C2C=CC=CC=2N=N1.Cl.CN(C)CCCN=C=NCC.CCN(CC)CC, predict the reaction product.